From a dataset of M1 muscarinic receptor antagonist screen with 61,756 compounds. Binary Classification. Given a drug SMILES string, predict its activity (active/inactive) in a high-throughput screening assay against a specified biological target. (1) The molecule is O=C(N1C(CCC1)C(=O)N)C(NC(=O)C(NC(OC(C)(C)C)=O)CC(C)C)C(C)C. The result is 0 (inactive). (2) The result is 0 (inactive). The compound is O=C(Nc1ccc(nc1)NC(=O)c1cc(OC)ccc1)C(C)(C)C. (3) The molecule is O=c1n(CN2CCN(CC2)c2ncccc2)c2c3c1cccc3ccc2. The result is 0 (inactive). (4) The result is 0 (inactive). The drug is O=C(Nc1n(c(c2ccc(cc2)C)cn1)C)CCC(=O)NCCC. (5) The drug is S(c1oc(nn1)C(N)Cc1ccccc1)Cc1c(F)cccc1. The result is 0 (inactive). (6) The molecule is s1c2c(CCc3c2ccc(OC)c3)cc1C(=O)N1CCN(CC1)c1nnc(N2CCOCC2)cc1. The result is 0 (inactive).